This data is from Reaction yield outcomes from USPTO patents with 853,638 reactions. The task is: Predict the reaction yield, written as a fraction of the theoretical maximum amount of product (1.0 means a 100% yield; for example, 0.34 means a 34% yield). (1) The catalyst is CN(C=O)C. The reactants are [N+]([C:4]1C=CC=CC=1O)([O-])=O.[Br:11][C:12]1[C:17]([N+:18]([O-:20])=[O:19])=[CH:16][CH:15]=[CH:14][C:13]=1[OH:21].C(=O)([O-])[O-].[Cs+].[Cs+].CI. The product is [Br:11][C:12]1[C:17]([N+:18]([O-:20])=[O:19])=[CH:16][CH:15]=[CH:14][C:13]=1[O:21][CH3:4]. The yield is 0.940. (2) The yield is 0.767. The product is [CH2:22]([O:21][C:15]1[CH:16]=[CH:17][C:18]([Br:20])=[CH:19][C:14]=1[CH:7]([C:8]1[CH:9]=[CH:10][CH:11]=[CH:12][CH:13]=1)[CH2:6][CH2:5][N:4]([CH:1]([CH3:2])[CH3:3])[CH:30]([CH3:32])[CH3:31])[C:23]1[CH:24]=[CH:25][CH:26]=[CH:27][CH:28]=1. The reactants are [CH:1]([N:4]([CH:30]([CH3:32])[CH3:31])[C:5](=O)[CH2:6][CH:7]([C:14]1[CH:19]=[C:18]([Br:20])[CH:17]=[CH:16][C:15]=1[O:21][CH2:22][C:23]1[CH:28]=[CH:27][CH:26]=[CH:25][CH:24]=1)[C:8]1[CH:13]=[CH:12][CH:11]=[CH:10][CH:9]=1)([CH3:3])[CH3:2].[H-].[Al+3].[Li+].[H-].[H-].[H-].O1CCCC1. The catalyst is O1CCCC1.